The task is: Regression. Given two drug SMILES strings and cell line genomic features, predict the synergy score measuring deviation from expected non-interaction effect.. This data is from NCI-60 drug combinations with 297,098 pairs across 59 cell lines. (1) Drug 1: CC12CCC(CC1=CCC3C2CCC4(C3CC=C4C5=CN=CC=C5)C)O. Drug 2: COC1=CC(=CC(=C1O)OC)C2C3C(COC3=O)C(C4=CC5=C(C=C24)OCO5)OC6C(C(C7C(O6)COC(O7)C8=CC=CS8)O)O. Cell line: SF-295. Synergy scores: CSS=48.2, Synergy_ZIP=-1.67, Synergy_Bliss=-1.01, Synergy_Loewe=-16.0, Synergy_HSA=0.973. (2) Drug 1: COC1=CC(=CC(=C1O)OC)C2C3C(COC3=O)C(C4=CC5=C(C=C24)OCO5)OC6C(C(C7C(O6)COC(O7)C8=CC=CS8)O)O. Drug 2: N.N.Cl[Pt+2]Cl. Cell line: MDA-MB-435. Synergy scores: CSS=16.8, Synergy_ZIP=-0.808, Synergy_Bliss=7.45, Synergy_Loewe=-4.88, Synergy_HSA=2.88. (3) Drug 1: C1=C(C(=O)NC(=O)N1)F. Drug 2: C(CN)CNCCSP(=O)(O)O. Cell line: COLO 205. Synergy scores: CSS=43.1, Synergy_ZIP=2.76, Synergy_Bliss=2.15, Synergy_Loewe=-12.2, Synergy_HSA=2.83.